Dataset: Catalyst prediction with 721,799 reactions and 888 catalyst types from USPTO. Task: Predict which catalyst facilitates the given reaction. Reactant: [CH2:1]([N:6]([C:10]1[CH:19]=[CH:18][C:17]2[C:16]([CH3:21])([CH3:20])[CH2:15][CH2:14][C:13]([CH3:23])([CH3:22])[C:12]=2[CH:11]=1)[C:7](Cl)=[O:8])[CH2:2][CH2:3][CH2:4][CH3:5].[NH2:24][C:25]1[CH:35]=[CH:34][C:28]([C:29]([O:31][CH2:32][CH3:33])=[O:30])=[CH:27][CH:26]=1. Product: [CH2:1]([N:6]([C:10]1[CH:19]=[CH:18][C:17]2[C:16]([CH3:21])([CH3:20])[CH2:15][CH2:14][C:13]([CH3:23])([CH3:22])[C:12]=2[CH:11]=1)[C:7](=[O:8])[NH:24][C:25]1[CH:26]=[CH:27][C:28]([C:29]([O:31][CH2:32][CH3:33])=[O:30])=[CH:34][CH:35]=1)[CH2:2][CH2:3][CH2:4][CH3:5]. The catalyst class is: 228.